The task is: Predict the product of the given reaction.. This data is from Forward reaction prediction with 1.9M reactions from USPTO patents (1976-2016). (1) Given the reactants [CH3:1]/[C:2](/[CH2:9][CH2:10][CH2:11][CH:12]([CH3:14])[CH3:13])=[CH:3]\[CH2:4][CH2:5][C:6](=[O:8])[CH3:7].C/C(/CCCC(C)C)=C/CCC(=O)C.C/C(/CCC=C(C)C)=C\CCC(=O)C, predict the reaction product. The product is: [CH3:1]/[C:2](/[CH2:9][CH2:10][CH:11]=[C:12]([CH3:14])[CH3:13])=[CH:3]/[CH2:4][CH2:5][C:6](=[O:8])[CH3:7]. (2) Given the reactants [Br:1][C:2]1[CH:3]=[C:4]([OH:9])[C:5]([OH:8])=[N:6][CH:7]=1.[C:10]([O-])([O-])=O.[K+].[K+].BrCBr.CCOC(C)=O, predict the reaction product. The product is: [Br:1][C:2]1[CH:3]=[C:4]2[O:9][CH2:10][O:8][C:5]2=[N:6][CH:7]=1. (3) Given the reactants [Cl:1][C:2]1[N:3]=[C:4](Cl)[C:5]2[N:11]=[C:10]([Cl:12])[CH:9]=[CH:8][C:6]=2[N:7]=1.[CH:14]([N:17](C(C)C)[CH2:18][CH3:19])(C)[CH3:15].ClCCl.[OH2:26], predict the reaction product. The product is: [Cl:1][C:2]1[N:3]=[C:4]([N:17]2[CH2:18][CH2:19][O:26][CH2:15][CH2:14]2)[C:5]2[N:11]=[C:10]([Cl:12])[CH:9]=[CH:8][C:6]=2[N:7]=1. (4) Given the reactants [Cl:1][C:2]1[CH:3]=[C:4]([CH:8]=[CH:9][CH:10]=1)[C:5](Cl)=[O:6].Cl.[NH2:12][CH2:13][C:14]([O:16][CH2:17][CH3:18])=[O:15].C(N(CC)CC)C, predict the reaction product. The product is: [Cl:1][C:2]1[CH:3]=[C:4]([CH:8]=[CH:9][CH:10]=1)[C:5]([NH:12][CH2:13][C:14]([O:16][CH2:17][CH3:18])=[O:15])=[O:6]. (5) Given the reactants [CH3:1][C:2]1[NH:3][C:4]2[C:9]([CH:10]=1)=[C:8]([C:11]([F:14])([F:13])[F:12])[C:7]([C:15]#[N:16])=[CH:6][CH:5]=2.Br[CH:18]([CH3:21])[C:19]#[N:20].C([O-])([O-])=O.[Cs+].[Cs+], predict the reaction product. The product is: [C:19]([CH:18]([N:3]1[C:4]2[C:9](=[C:8]([C:11]([F:12])([F:14])[F:13])[C:7]([C:15]#[N:16])=[CH:6][CH:5]=2)[CH:10]=[C:2]1[CH3:1])[CH3:21])#[N:20].[C:19]([CH2:18][CH2:21][N:3]1[C:4]2[C:9](=[C:8]([C:11]([F:12])([F:14])[F:13])[C:7]([C:15]#[N:16])=[CH:6][CH:5]=2)[CH:10]=[C:2]1[CH3:1])#[N:20]. (6) Given the reactants [Na].CS([C:6]1[N:10]=[C:9]([N:11]2[CH2:16][CH2:15][NH:14][CH2:13][CH2:12]2)[S:8][N:7]=1)(=O)=O.[CH2:17]([OH:19])C, predict the reaction product. The product is: [CH3:17][O:19][C:6]1[N:10]=[C:9]([N:11]2[CH2:16][CH2:15][NH:14][CH2:13][CH2:12]2)[S:8][N:7]=1. (7) Given the reactants [CH3:1][N+:2]1([CH2:27][CH2:28][C:29]([O:31][CH2:32][CH2:33][CH2:34][CH2:35][CH2:36][O:37][C:38]([CH2:40][CH2:41][N+:42]2([CH3:67])[CH:51]([CH2:52][C:53]3[CH:54]=[CH:55][C:56]([O:61][CH3:62])=[C:57]([O:59][CH3:60])[CH:58]=3)[C:50]3[CH:49]=[C:48]([O:63][CH3:64])[C:47]([O:65][CH3:66])=[CH:46][C:45]=3[CH2:44][CH2:43]2)=[O:39])=[O:30])[CH:11]([CH2:12][C:13]2[CH:14]=[CH:15][C:16]([O:21][CH3:22])=[C:17]([O:19][CH3:20])[CH:18]=2)[C:10]2[CH:9]=[C:8]([O:23][CH3:24])[C:7]([O:25][CH3:26])=[CH:6][C:5]=2[CH2:4][CH2:3]1.[CH:68]1[CH:69]=[CH:70][C:71]([S:74]([O-:77])(=[O:76])=[O:75])=[CH:72][CH:73]=1.[CH:78]1[CH:79]=[CH:80][C:81]([S:84]([O-:87])(=[O:86])=[O:85])=[CH:82][CH:83]=1.ClCCl.C1(S(O)(=O)=O)C=CC=CC=1, predict the reaction product. The product is: [CH3:67][N@@+:42]1([CH2:41][CH2:40][C:38]([O:37][CH2:36][CH2:35][CH2:34][CH2:33][CH2:32][O:31][C:29]([CH2:28][CH2:27][N@+:2]2([CH3:1])[C@H:11]([CH2:12][C:13]3[CH:14]=[CH:15][C:16]([O:21][CH3:22])=[C:17]([O:19][CH3:20])[CH:18]=3)[C:10]3[CH:9]=[C:8]([O:23][CH3:24])[C:7]([O:25][CH3:26])=[CH:6][C:5]=3[CH2:4][CH2:3]2)=[O:30])=[O:39])[C@H:51]([CH2:52][C:53]2[CH:54]=[CH:55][C:56]([O:61][CH3:62])=[C:57]([O:59][CH3:60])[CH:58]=2)[C:50]2[CH:49]=[C:48]([O:63][CH3:64])[C:47]([O:65][CH3:66])=[CH:46][C:45]=2[CH2:44][CH2:43]1.[CH:68]1[CH:69]=[CH:70][C:71]([S:74]([O-:77])(=[O:76])=[O:75])=[CH:72][CH:73]=1.[CH:78]1[CH:79]=[CH:80][C:81]([S:84]([O-:87])(=[O:86])=[O:85])=[CH:82][CH:83]=1. (8) Given the reactants [NH2:1][C:2]1[CH:7]=[CH:6][CH:5]=[CH:4][C:3]=1[NH:8][S:9]([C:12]1[S:16][C:15]2[CH:17]=[CH:18][CH:19]=[CH:20][C:14]=2[CH:13]=1)(=[O:11])=[O:10].[CH3:21][O:22][C:23]1[CH:28]=[CH:27][C:26]([S:29](Cl)(=[O:31])=[O:30])=[C:25]([N+:33]([O-:35])=[O:34])[CH:24]=1, predict the reaction product. The product is: [CH3:21][O:22][C:23]1[CH:28]=[CH:27][C:26]([S:29]([NH:1][C:2]2[CH:7]=[CH:6][CH:5]=[CH:4][C:3]=2[NH:8][S:9]([C:12]2[S:16][C:15]3[CH:17]=[CH:18][CH:19]=[CH:20][C:14]=3[CH:13]=2)(=[O:11])=[O:10])(=[O:30])=[O:31])=[C:25]([N+:33]([O-:35])=[O:34])[CH:24]=1. (9) Given the reactants [C:1]([C:5]1[CH:10]=[C:9]([C:11]([CH3:14])([CH3:13])[CH3:12])[C:8]([OH:15])=[CH:7][C:6]=1[NH:16][C:17]([C:19]1[C:28](=[O:29])[C:27]2[C:22](=[CH:23][CH:24]=[CH:25][CH:26]=2)[N:21](CC2C=CC=CC=2)[CH:20]=1)=[O:18])([CH3:4])([CH3:3])[CH3:2].C([O-])=O.[NH4+], predict the reaction product. The product is: [C:1]([C:5]1[CH:10]=[C:9]([C:11]([CH3:14])([CH3:13])[CH3:12])[C:8]([OH:15])=[CH:7][C:6]=1[NH:16][C:17]([C:19]1[C:28](=[O:29])[C:27]2[C:22](=[CH:23][CH:24]=[CH:25][CH:26]=2)[NH:21][CH:20]=1)=[O:18])([CH3:2])([CH3:3])[CH3:4]. (10) Given the reactants [CH2:1]([O:3][C:4]1[CH:5]=[C:6]([C:16](=[O:18])[CH3:17])[CH:7]=[C:8]([S:10]([F:15])([F:14])([F:13])([F:12])[F:11])[CH:9]=1)[CH3:2].[Br-:19].[Br-].[Br-].C1([N+](C)(C)C)C=CC=CC=1.C1([N+](C)(C)C)C=CC=CC=1.C1([N+](C)(C)C)C=CC=CC=1, predict the reaction product. The product is: [Br:19][CH2:17][C:16]([C:6]1[CH:7]=[C:8]([S:10]([F:11])([F:12])([F:13])([F:15])[F:14])[CH:9]=[C:4]([O:3][CH2:1][CH3:2])[CH:5]=1)=[O:18].